This data is from Full USPTO retrosynthesis dataset with 1.9M reactions from patents (1976-2016). The task is: Predict the reactants needed to synthesize the given product. (1) Given the product [CH3:9][O:8][C:7]1[CH:6]=[CH:5][C:4]([NH:10][C:11]2[C:12]3[CH:19]=[C:18]([C:20]4[CH2:21][CH2:22][N:23]([C:26]([O:28][C:29]([CH3:32])([CH3:31])[CH3:30])=[O:27])[CH2:24][CH:25]=4)[NH:17][C:13]=3[N:14]=[CH:15][N:16]=2)=[CH:3][C:2]=1[C:35]1[CH:36]=[CH:37][S:33][CH:34]=1, predict the reactants needed to synthesize it. The reactants are: I[C:2]1[CH:3]=[C:4]([NH:10][C:11]2[C:12]3[CH:19]=[C:18]([C:20]4[CH2:21][CH2:22][N:23]([C:26]([O:28][C:29]([CH3:32])([CH3:31])[CH3:30])=[O:27])[CH2:24][CH:25]=4)[NH:17][C:13]=3[N:14]=[CH:15][N:16]=2)[CH:5]=[CH:6][C:7]=1[O:8][CH3:9].[S:33]1[CH:37]=[CH:36][C:35](B(O)O)=[CH:34]1.C(=O)([O-])[O-].[K+].[K+].ClCCl. (2) Given the product [Cl:1][C:2]1[CH:3]=[N+:4]([O-:27])[CH:5]=[C:6]([Cl:26])[C:7]=1[CH2:8][C@@H:9]([C:11]1[CH:16]=[CH:15][C:14]([O:17][CH:18]([F:20])[F:19])=[C:13]([O:21][CH2:22][CH:23]2[CH2:25][CH2:24]2)[CH:12]=1)[O:10][C:45]([C:41]1[N:40]([S:37]([C:34]2[CH:35]=[CH:36][C:31]([N+:28]([O-:30])=[O:29])=[CH:32][CH:33]=2)(=[O:38])=[O:39])[CH:44]=[CH:43][CH:42]=1)=[O:46], predict the reactants needed to synthesize it. The reactants are: [Cl:1][C:2]1[CH:3]=[N+:4]([O-:27])[CH:5]=[C:6]([Cl:26])[C:7]=1[CH2:8][C@@H:9]([C:11]1[CH:16]=[CH:15][C:14]([O:17][CH:18]([F:20])[F:19])=[C:13]([O:21][CH2:22][CH:23]2[CH2:25][CH2:24]2)[CH:12]=1)[OH:10].[N+:28]([C:31]1[CH:36]=[CH:35][C:34]([S:37]([N:40]2[CH:44]=[CH:43][CH:42]=[C:41]2[C:45](O)=[O:46])(=[O:39])=[O:38])=[CH:33][CH:32]=1)([O-:30])=[O:29].C(Cl)CCl.